Predict the reactants needed to synthesize the given product. From a dataset of Full USPTO retrosynthesis dataset with 1.9M reactions from patents (1976-2016). Given the product [F:1][C:2]([F:33])([F:32])[C:3]1[CH:4]=[C:5]([CH:25]=[C:26]([C:28]([F:31])([F:30])[F:29])[CH:27]=1)[CH2:6][N:7]([CH3:24])[C:8]([C:9]1[C:14]([C:15]2[CH:20]=[CH:19][CH:18]=[CH:17][C:16]=2[CH3:21])=[CH:13][C:12]([N:38]2[CH2:39][CH2:40][CH:35]([OH:34])[CH2:36][CH2:37]2)=[N:11][CH:10]=1)=[O:23], predict the reactants needed to synthesize it. The reactants are: [F:1][C:2]([F:33])([F:32])[C:3]1[CH:4]=[C:5]([CH:25]=[C:26]([C:28]([F:31])([F:30])[F:29])[CH:27]=1)[CH2:6][N:7]([CH3:24])[C:8](=[O:23])[C:9]1[C:14]([C:15]2[CH:20]=[CH:19][CH:18]=[CH:17][C:16]=2[CH3:21])=[CH:13][C:12](Cl)=[N:11][CH:10]=1.[OH:34][CH:35]1[CH2:40][CH2:39][NH:38][CH2:37][CH2:36]1.C(N(C(C)C)C(C)C)C.